From a dataset of Forward reaction prediction with 1.9M reactions from USPTO patents (1976-2016). Predict the product of the given reaction. Given the reactants [CH:1]([O:4][C:5]([N:7]1[CH2:13][CH2:12][CH2:11][CH:10]([NH:14][CH2:15][C:16]2[CH:21]=[C:20]([C:22]([F:25])([F:24])[F:23])[CH:19]=[C:18]([C:26]([F:29])([F:28])[F:27])[CH:17]=2)[C:9]2[CH:30]=[C:31]([Br:35])[C:32]([Cl:34])=[CH:33][C:8]1=2)=[O:6])([CH3:3])[CH3:2].N1C=CC=CC=1.[C:42](OC(=O)C)(=[O:44])[CH3:43], predict the reaction product. The product is: [CH:1]([O:4][C:5]([N:7]1[CH2:13][CH2:12][CH2:11][CH:10]([N:14]([C:42](=[O:44])[CH3:43])[CH2:15][C:16]2[CH:17]=[C:18]([C:26]([F:29])([F:28])[F:27])[CH:19]=[C:20]([C:22]([F:25])([F:23])[F:24])[CH:21]=2)[C:9]2[CH:30]=[C:31]([Br:35])[C:32]([Cl:34])=[CH:33][C:8]1=2)=[O:6])([CH3:3])[CH3:2].